Task: Predict the product of the given reaction.. Dataset: Forward reaction prediction with 1.9M reactions from USPTO patents (1976-2016) (1) The product is: [F:21][C:19]1[C:18]([C:22]([O:24][CH3:25])=[O:23])=[CH:17][C:16]2[N:15]([N:14]=[C:9]([C:4]3[CH:3]=[CH:2][CH:7]=[CH:6][CH:5]=3)[N:26]=2)[CH:20]=1. Given the reactants C[C:2]1[CH:7]=[C:6](C)[CH:5]=[C:4]([CH3:9])[C:3]=1S([O-])(=O)=O.[NH2:14][N+:15]1[CH:20]=[C:19]([F:21])[C:18]([C:22]([O:24][CH3:25])=[O:23])=[CH:17][C:16]=1[NH2:26].C(Cl)(=O)C1C=CC=CC=1, predict the reaction product. (2) Given the reactants [N:1]1([C:7]2[CH2:8][CH2:9][C:10]3[N:11]([C:13]([C:16]([F:19])([F:18])[F:17])=[N:14][N:15]=3)[N:12]=2)[CH2:6][CH2:5][NH:4][CH2:3][CH2:2]1.[F:20][C:21]1[CH:28]=[CH:27][C:24]([CH:25]=O)=[CH:23][CH:22]=1, predict the reaction product. The product is: [F:20][C:21]1[CH:28]=[CH:27][C:24]([CH2:25][N:4]2[CH2:3][CH2:2][N:1]([C:7]3[CH2:8][CH2:9][C:10]4[N:11]([C:13]([C:16]([F:17])([F:18])[F:19])=[N:14][N:15]=4)[N:12]=3)[CH2:6][CH2:5]2)=[CH:23][CH:22]=1. (3) Given the reactants Cl.Cl.[F:3][C:4]1[CH:9]=[C:8]([C:10]2[N:14]3[CH:15]=[CH:16][C:17](C4C=CC=CN=4)=[CH:18][C:13]3=[N:12][CH:11]=2)[CH:7]=[CH:6][C:5]=1[CH2:25][C:26](O)=[O:27].[C:29]([C:33]1[S:37][C:36]([NH2:38])=[N:35][C:34]=1[CH2:39][N:40]1[CH2:45][CH2:44][O:43][CH2:42][CH2:41]1)([CH3:32])([CH3:31])[CH3:30].C(N(CC)C(C)C)(C)C.F[P-](F)(F)(F)(F)F.N1(OC(N(C)C)=[N+](C)C)[C:66]2[N:67]=[CH:68][CH:69]=[CH:70][C:65]=2N=N1, predict the reaction product. The product is: [F:3][C:4]1[CH:9]=[C:8]([C:10]2[N:14]3[CH:15]=[CH:16][C:17]([C:70]4[CH:69]=[CH:68][N:67]=[CH:66][CH:65]=4)=[CH:18][C:13]3=[N:12][CH:11]=2)[CH:7]=[CH:6][C:5]=1[CH2:25][C:26]([NH:38][C:36]1[S:37][C:33]([C:29]([CH3:32])([CH3:30])[CH3:31])=[C:34]([CH2:39][N:40]2[CH2:45][CH2:44][O:43][CH2:42][CH2:41]2)[N:35]=1)=[O:27]. (4) Given the reactants C[O:2][C:3]([C:5]1[C:13]2[C:8](=[C:9]([CH3:14])[CH:10]=[CH:11][CH:12]=2)[N:7]([CH2:15][CH2:16][CH2:17][N:18]2[CH2:23][CH2:22][O:21][CH2:20][CH2:19]2)[CH:6]=1)=[O:4].[OH-].[Na+].Cl, predict the reaction product. The product is: [CH3:14][C:9]1[CH:10]=[CH:11][CH:12]=[C:13]2[C:8]=1[N:7]([CH2:15][CH2:16][CH2:17][N:18]1[CH2:23][CH2:22][O:21][CH2:20][CH2:19]1)[CH:6]=[C:5]2[C:3]([OH:4])=[O:2]. (5) Given the reactants [CH3:1][C:2]1([CH3:36])[CH2:6][C:5]2[CH:7]=[CH:8][CH:9]=[C:10]([CH2:11][N:12]3[CH2:35][CH2:34][C:15]4([CH2:20][CH2:19][N:18]([C:21]([C:23]5[CH:28]=[CH:27][CH:26]=[CH:25][C:24]=5[CH2:29][C:30]([O:32]C)=[O:31])=[O:22])[CH2:17][CH2:16]4)[CH2:14][CH2:13]3)[C:4]=2[O:3]1.[Li+].[OH-].C1COCC1.CO, predict the reaction product. The product is: [CH3:1][C:2]1([CH3:36])[CH2:6][C:5]2[CH:7]=[CH:8][CH:9]=[C:10]([CH2:11][N:12]3[CH2:35][CH2:34][C:15]4([CH2:16][CH2:17][N:18]([C:21]([C:23]5[CH:28]=[CH:27][CH:26]=[CH:25][C:24]=5[CH2:29][C:30]([OH:32])=[O:31])=[O:22])[CH2:19][CH2:20]4)[CH2:14][CH2:13]3)[C:4]=2[O:3]1. (6) Given the reactants O=[C:2]([CH2:8][C:9](=O)[CH2:10][CH2:11][CH3:12])[C:3]([O:5][CH2:6][CH3:7])=[O:4].COC(O)C.Cl.[NH2:20][NH2:21], predict the reaction product. The product is: [CH2:10]([C:9]1[CH:8]=[C:2]([C:3]([O:5][CH2:6][CH3:7])=[O:4])[NH:21][N:20]=1)[CH2:11][CH3:12]. (7) Given the reactants [N:1]([C:4]1[CH:9]=[CH:8][C:7]([C:10]([CH3:15])([CH3:14])[CH2:11][O:12][CH3:13])=[CH:6][C:5]=1[N+:16]([O-])=O)=[N+]=[N-], predict the reaction product. The product is: [CH3:13][O:12][CH2:11][C:10]([C:7]1[CH:6]=[C:5]([NH2:16])[C:4]([NH2:1])=[CH:9][CH:8]=1)([CH3:15])[CH3:14]. (8) Given the reactants [NH3:1].O.[C@@H:3]1([N:12]2[C:22]3[N:21]=[C:19]([NH2:20])[NH:18][C:16](=O)[C:15]=3[N:14]=[CH:13]2)[O:11][C@H:8]([CH2:9][OH:10])[C@@H:6]([OH:7])[C@H:4]1[OH:5].Cl[Si](C)(C)C, predict the reaction product. The product is: [NH2:20][C:19]1[N:21]=[C:22]2[C:15]([N:14]=[CH:13][N:12]2[C@@H:3]2[O:11][C@H:8]([CH2:9][OH:10])[C@@H:6]([OH:7])[C@H:4]2[OH:5])=[C:16]([NH2:1])[N:18]=1.